The task is: Predict the reaction yield, written as a fraction of the theoretical maximum amount of product (1.0 means a 100% yield; for example, 0.34 means a 34% yield).. This data is from Reaction yield outcomes from USPTO patents with 853,638 reactions. (1) The reactants are [C:1](Cl)(=[O:8])[C:2]1[CH:7]=[CH:6][CH:5]=[CH:4][CH:3]=1.[CH:10]1([O:13][C:14]2[CH:19]=[CH:18][C:17]([NH:20][C:21](=[O:26])[C:22]([F:25])([F:24])[F:23])=[CH:16][C:15]=2[CH2:27][OH:28])[CH2:12][CH2:11]1.N1C=CC=CC=1.C(=O)([O-])O.[Na+]. The catalyst is ClCCl. The product is [C:1]([O:28][CH2:27][C:15]1[CH:16]=[C:17]([NH:20][C:21](=[O:26])[C:22]([F:25])([F:23])[F:24])[CH:18]=[CH:19][C:14]=1[O:13][CH:10]1[CH2:12][CH2:11]1)(=[O:8])[C:2]1[CH:7]=[CH:6][CH:5]=[CH:4][CH:3]=1. The yield is 0.880. (2) The reactants are [CH2:1]([S:8][CH:9]([CH:42]=O)[CH2:10][NH:11][C:12]([C:14]1[NH:15][C:16]2[C:21]([CH:22]=1)=[CH:20][C:19]([O:23][CH2:24][CH2:25][CH2:26][S:27]([CH3:30])(=[O:29])=[O:28])=[CH:18][C:17]=2[N:31]([CH3:41])[S:32]([C:35]1[CH:40]=[CH:39][CH:38]=[CH:37][N:36]=1)(=[O:34])=[O:33])=[O:13])[C:2]1[CH:7]=[CH:6][CH:5]=[CH:4][CH:3]=1.[C:44]([N:47]1[CH2:52][CH2:51][NH:50][CH2:49][CH2:48]1)(=[O:46])[CH3:45].C(O[BH-](OC(=O)C)OC(=O)C)(=O)C.[Na+].C(O)(=O)CC(CC(O)=O)(C(O)=O)O.C(=O)([O-])O.[Na+]. The product is [C:44]([N:47]1[CH2:52][CH2:51][N:50]([CH2:42][CH:9]([S:8][CH2:1][C:2]2[CH:3]=[CH:4][CH:5]=[CH:6][CH:7]=2)[CH2:10][NH:11][C:12]([C:14]2[NH:15][C:16]3[C:21]([CH:22]=2)=[CH:20][C:19]([O:23][CH2:24][CH2:25][CH2:26][S:27]([CH3:30])(=[O:29])=[O:28])=[CH:18][C:17]=3[N:31]([CH3:41])[S:32]([C:35]2[CH:40]=[CH:39][CH:38]=[CH:37][N:36]=2)(=[O:33])=[O:34])=[O:13])[CH2:49][CH2:48]1)(=[O:46])[CH3:45]. The catalyst is ClCCCl. The yield is 0.850. (3) The reactants are [NH2:1][C:2]1[CH:16]=[CH:15][C:5]([CH2:6][P:7](=[O:14])([O:11][CH2:12][CH3:13])[O:8][CH2:9][CH3:10])=[CH:4][CH:3]=1.[C:17]1([C:23]2[O:27][N:26]=[CH:25][C:24]=2[CH2:28][CH2:29][CH2:30][C:31](O)=[O:32])[CH:22]=[CH:21][CH:20]=[CH:19][CH:18]=1.O.ON1C2C=CC=CC=2N=N1.Cl.C(N=C=NCCCN(C)C)C. The catalyst is O.CN(C)C=O. The product is [CH2:12]([O:11][P:7]([CH2:6][C:5]1[CH:4]=[CH:3][C:2]([NH:1][C:31](=[O:32])[CH2:30][CH2:29][CH2:28][C:24]2[CH:25]=[N:26][O:27][C:23]=2[C:17]2[CH:18]=[CH:19][CH:20]=[CH:21][CH:22]=2)=[CH:16][CH:15]=1)([O:8][CH2:9][CH3:10])=[O:14])[CH3:13]. The yield is 0.940. (4) The reactants are [Cl:1][C:2]1[CH:3]=[C:4]([C:14]([O:16][CH2:17][CH3:18])=[O:15])[C:5]([CH3:13])=[C:6]2[C:11]=1[S:10][CH2:9][CH2:8][C:7]2=[O:12].[BH4-].[Na+].Cl. The product is [Cl:1][C:2]1[CH:3]=[C:4]([C:14]([O:16][CH2:17][CH3:18])=[O:15])[C:5]([CH3:13])=[C:6]2[C:11]=1[S:10][CH2:9][CH2:8][CH:7]2[OH:12]. The catalyst is C(O)C.ClCCl. The yield is 0.970. (5) The reactants are Cl.[CH3:2][O:3][C:4]1[CH:9]=[CH:8][C:7]([CH:10]([NH:14][C:15]2[CH:20]=[CH:19][CH:18]=[CH:17][CH:16]=2)[C:11]([OH:13])=[O:12])=[CH:6][CH:5]=1.C1CCC(N=C=NC2CCCCC2)CC1.C1C=CC2N(O)N=NC=2C=1.CCN(C(C)C)C(C)C.[N:55]12[CH2:62][CH2:61][CH:58]([CH2:59][CH2:60]1)[C@@H:57](O)[CH2:56]2. The catalyst is C1COCC1. The product is [N:55]12[CH2:62][CH2:61][CH:58]([CH2:59][CH2:60]1)[C@@H:57]([O:12][C:11](=[O:13])[CH:10]([C:7]1[CH:6]=[CH:5][C:4]([O:3][CH3:2])=[CH:9][CH:8]=1)[NH:14][C:15]1[CH:20]=[CH:19][CH:18]=[CH:17][CH:16]=1)[CH2:56]2. The yield is 0.240. (6) The reactants are [CH2:1]([N:5]([CH2:41][CH2:42][CH2:43][CH3:44])[C:6]1[CH:11]=[CH:10][C:9]([CH:12]=[CH:13][C:14]2[CH:19]=[CH:18][C:17]([CH2:20][O:21][Si](C(C)(C)C)(C3C=CC=CC=3)C3C=CC=CC=3)=[CH:16][CH:15]=2)=[C:8]([O:39][CH3:40])[CH:7]=1)[CH2:2][CH2:3][CH3:4].[F-].C([N+](CCCC)(CCCC)CCCC)CCC.O.C(OCC)(=O)C. The catalyst is O1CCCC1. The product is [CH2:41]([N:5]([CH2:1][CH2:2][CH2:3][CH3:4])[C:6]1[CH:11]=[CH:10][C:9]([CH:12]=[CH:13][C:14]2[CH:15]=[CH:16][C:17]([CH2:20][OH:21])=[CH:18][CH:19]=2)=[C:8]([O:39][CH3:40])[CH:7]=1)[CH2:42][CH2:43][CH3:44]. The yield is 0.964. (7) The yield is 0.620. The reactants are [Cl:1][C:2]1[N:3]=[C:4]([N:13]2[CH2:18][CH2:17][O:16][CH2:15][CH2:14]2)[C:5]2[S:10][C:9]([CH:11]=O)=[CH:8][C:6]=2[N:7]=1.[NH:19]1[CH2:22][CH:21]([N:23]2[CH2:28][CH2:27][O:26][CH2:25][CH2:24]2)[CH2:20]1.C(OC)(OC)OC.C(O)(=O)C.C(O[BH-](OC(=O)C)OC(=O)C)(=O)C.[Na+]. The catalyst is ClCCCl. The product is [Cl:1][C:2]1[N:3]=[C:4]([N:13]2[CH2:18][CH2:17][O:16][CH2:15][CH2:14]2)[C:5]2[S:10][C:9]([CH2:11][N:19]3[CH2:22][CH:21]([N:23]4[CH2:28][CH2:27][O:26][CH2:25][CH2:24]4)[CH2:20]3)=[CH:8][C:6]=2[N:7]=1. (8) The catalyst is O1CCCC1.C(OCC)(=O)C. The yield is 0.760. The product is [CH3:1][O:2][C:3]1[CH:4]=[C:5]2[C:9](=[C:10]([CH3:12])[CH:11]=1)[NH:8][CH:7]=[C:6]2[CH:13]1[CH2:18][CH2:17][N:16]([CH3:19])[CH2:15][CH2:14]1. The reactants are [CH3:1][O:2][C:3]1[CH:4]=[C:5]2[C:9](=[C:10]([CH3:12])[CH:11]=1)[NH:8][CH:7]=[C:6]2[C:13]1[CH2:14][CH2:15][N:16]([CH3:19])[CH2:17][CH:18]=1.[BH4-].[Na+].FC(F)(F)C(O)=O.Cl.[OH-].[Na+]. (9) The reactants are [Cl:1][C:2]1[C:3]([N:8]2[C:12](O)([C:13]([O:15][CH2:16][CH3:17])=[O:14])[CH2:11][C:10]([C:19]([F:22])([F:21])[F:20])=[N:9]2)=[N:4][CH:5]=[CH:6][CH:7]=1. The catalyst is S(=O)(=O)(O)O.C(O)(=O)C. The product is [Cl:1][C:2]1[C:3]([N:8]2[C:12]([C:13]([O:15][CH2:16][CH3:17])=[O:14])=[CH:11][C:10]([C:19]([F:22])([F:20])[F:21])=[N:9]2)=[N:4][CH:5]=[CH:6][CH:7]=1. The yield is 0.770. (10) The reactants are [I:1][C:2]1[CH:10]=[C:9]2[C:5]([C:6]([CH3:13])([CH3:12])[C:7](=[O:11])[NH:8]2)=[CH:4][CH:3]=1.[H-].[Na+].Cl[CH2:17][O:18][CH2:19][CH2:20][Si:21]([CH3:24])([CH3:23])[CH3:22]. The catalyst is CN(C)C=O. The product is [I:1][C:2]1[CH:10]=[C:9]2[C:5]([C:6]([CH3:13])([CH3:12])[C:7](=[O:11])[N:8]2[CH2:17][O:18][CH2:19][CH2:20][Si:21]([CH3:24])([CH3:23])[CH3:22])=[CH:4][CH:3]=1. The yield is 0.840.